This data is from Forward reaction prediction with 1.9M reactions from USPTO patents (1976-2016). The task is: Predict the product of the given reaction. (1) The product is: [F:1][C:2]([F:33])([F:32])[C:3]1[CH:4]=[C:5]([C@H:13]2[O:17][C:16](=[O:18])[N:15]([CH2:19][C:20]3[CH:25]=[C:24]([C:26]([F:29])([F:28])[F:27])[CH:23]=[CH:22][C:21]=3[C:37]3[CH:36]=[C:35]([Br:34])[CH:40]=[CH:39][C:38]=3[F:44])[C@H:14]2[CH3:31])[CH:6]=[C:7]([C:9]([F:12])([F:11])[F:10])[CH:8]=1. Given the reactants [F:1][C:2]([F:33])([F:32])[C:3]1[CH:4]=[C:5]([C@H:13]2[O:17][C:16](=[O:18])[N:15]([CH2:19][C:20]3[CH:25]=[C:24]([C:26]([F:29])([F:28])[F:27])[CH:23]=[CH:22][C:21]=3I)[C@H:14]2[CH3:31])[CH:6]=[C:7]([C:9]([F:12])([F:11])[F:10])[CH:8]=1.[Br:34][C:35]1[CH:36]=[CH:37][C:38]([F:44])=[C:39](B(O)O)[CH:40]=1.C1(C)C=CC=CC=1.C(=O)([O-])[O-].[Na+].[Na+], predict the reaction product. (2) Given the reactants C(=O)([O-])[O-].[Cs+].[Cs+].C1COCC1.CN(C=O)C.[NH2:17][C:18]1[C:19]([F:25])=[C:20]([OH:24])[CH:21]=[CH:22][CH:23]=1.Cl[C:27]1[C:36]2[C:31](=[CH:32][C:33]([O:39][CH3:40])=[C:34]([O:37][CH3:38])[CH:35]=2)[N:30]=[CH:29][N:28]=1, predict the reaction product. The product is: [CH3:38][O:37][C:34]1[CH:35]=[C:36]2[C:31](=[CH:32][C:33]=1[O:39][CH3:40])[N:30]=[CH:29][N:28]=[C:27]2[O:24][C:20]1[C:19]([F:25])=[C:18]([CH:23]=[CH:22][CH:21]=1)[NH2:17]. (3) Given the reactants [Cl:1][C:2]1[CH:7]=[CH:6][C:5]([S:8]([N:11]2[C@@H:16]([CH2:17][CH3:18])[C:15](=O)[C:14]3[NH:20][N:21]=[CH:22][C:13]=3[C@H:12]2[CH2:23][CH3:24])(=[O:10])=[O:9])=[CH:4][CH:3]=1.CC([O-])=O.[Na+].Cl.[NH2:31][OH:32], predict the reaction product. The product is: [Cl:1][C:2]1[CH:7]=[CH:6][C:5]([S:8]([N:11]2[C@@H:16]([CH2:17][CH3:18])/[C:15](=[N:31]/[OH:32])/[C:14]3[NH:20][N:21]=[CH:22][C:13]=3[C@H:12]2[CH2:23][CH3:24])(=[O:10])=[O:9])=[CH:4][CH:3]=1. (4) Given the reactants [CH3:1][O:2][C:3](=[O:12])[CH2:4][C:5]1[CH:6]=[N:7][C:8](Br)=[CH:9][CH:10]=1.[CH3:13][C:14]1[C:19](B2OC(C)(C)C(C)(C)O2)=[CH:18][CH:17]=[CH:16][N:15]=1.C([O-])([O-])=O.[Cs+].[Cs+], predict the reaction product. The product is: [CH3:1][O:2][C:3](=[O:12])[CH2:4][C:5]1[CH:10]=[CH:9][C:8]([C:19]2[C:14]([CH3:13])=[N:15][CH:16]=[CH:17][CH:18]=2)=[N:7][CH:6]=1. (5) Given the reactants Br[C:2]1[CH:11]=[CH:10][C:9]2[N:8]=[CH:7][C:6]3[N:12]([CH3:23])[C:13](=[O:22])[N:14]([C:15]4[C:16]([CH3:21])=[N:17][N:18]([CH3:20])[CH:19]=4)[C:5]=3[C:4]=2[CH:3]=1.C[C:25]1[C:30]([NH:31]S(C)(=O)=O)=[CH:29][C:28](B2OC(C)(C)C(C)(C)O2)=[CH:27][N:26]=1, predict the reaction product. The product is: [CH3:20][N:18]1[CH:19]=[C:15]([N:14]2[C:5]3[C:4]4[CH:3]=[C:2]([C:2]5[CH:11]=[CH:29][C:28]([C:27]6[NH:31][CH:30]=[CH:25][N:26]=6)=[CH:4][CH:3]=5)[CH:11]=[CH:10][C:9]=4[N:8]=[CH:7][C:6]=3[N:12]([CH3:23])[C:13]2=[O:22])[C:16]([CH3:21])=[N:17]1. (6) Given the reactants [Cl:1][C:2]1[CH:7]=[CH:6][CH:5]=[CH:4][C:3]=1[S:8]([NH:11][C:12]1[C:17]([C:18]2[CH:23]=[CH:22][C:21]([CH2:24]Cl)=[CH:20][CH:19]=2)=[N:16][CH:15]=[CH:14][N:13]=1)(=[O:10])=[O:9].[CH3:26][NH:27][C:28]1[CH:35]=[CH:34][C:31]([C:32]#[N:33])=[CH:30][CH:29]=1, predict the reaction product. The product is: [Cl:1][C:2]1[CH:7]=[CH:6][CH:5]=[CH:4][C:3]=1[S:8]([NH:11][C:12]1[C:17]([C:18]2[CH:23]=[CH:22][C:21]([CH2:24][N:27]([C:28]3[CH:35]=[CH:34][C:31]([C:32]#[N:33])=[CH:30][CH:29]=3)[CH3:26])=[CH:20][CH:19]=2)=[N:16][CH:15]=[CH:14][N:13]=1)(=[O:10])=[O:9]. (7) Given the reactants C[Si]([N-][Si](C)(C)C)(C)C.[K+].[Br:11][C:12]1[C:13](Cl)=[N:14][CH:15]=[C:16]([CH:31]=1)[C:17]([NH:19][C:20]1[CH:25]=[CH:24][C:23]([O:26][C:27]([F:30])([F:29])[F:28])=[CH:22][CH:21]=1)=[O:18].[C:33](#[N:37])[CH:34]([CH3:36])[CH3:35], predict the reaction product. The product is: [Br:11][C:12]1[C:13]([C:34]([C:33]#[N:37])([CH3:36])[CH3:35])=[N:14][CH:15]=[C:16]([CH:31]=1)[C:17]([NH:19][C:20]1[CH:25]=[CH:24][C:23]([O:26][C:27]([F:30])([F:29])[F:28])=[CH:22][CH:21]=1)=[O:18]. (8) The product is: [CH3:1][C@@H:2]([C@@H:8]1[C@@:12]2([CH3:27])[CH2:13][CH2:14][C@@H:15]3[C@@:20]4([CH3:26])[CH2:21][CH2:22][C@@H:23]([OH:25])[CH2:24][CH:19]4[CH2:18][CH2:17][C@H:16]3[C@@H:11]2[CH2:10][CH2:9]1)[CH2:3][CH2:4][C:5]([O:7][CH3:28])=[O:6]. Given the reactants [CH3:1][C@@H:2]([C@@H:8]1[C@@:12]2([CH3:27])[CH2:13][CH2:14][C@@H:15]3[C@@:20]4([CH3:26])[CH2:21][CH2:22][C@@H:23]([OH:25])[CH2:24][C@H:19]4[CH2:18][CH2:17][C@H:16]3[C@@H:11]2[CH2:10][CH2:9]1)[CH2:3][CH2:4][C:5]([OH:7])=[O:6].[CH3:28]O, predict the reaction product. (9) Given the reactants [Cl:1][C:2]1[CH:7]=[CH:6][C:5]([Mg]Br)=[C:4]([CH3:10])[CH:3]=1.[CH2:11]([O:13][C:14]([C:16]1[CH:20]=[CH:19][N:18]([CH:21]([CH3:23])[CH3:22])[C:17]=1[CH:24]=[O:25])=[O:15])[CH3:12], predict the reaction product. The product is: [CH2:11]([O:13][C:14]([C:16]1[CH:20]=[CH:19][N:18]([CH:21]([CH3:22])[CH3:23])[C:17]=1[CH:24]([C:5]1[CH:6]=[CH:7][C:2]([Cl:1])=[CH:3][C:4]=1[CH3:10])[OH:25])=[O:15])[CH3:12]. (10) Given the reactants Cl[C:2]1[N:6]([CH2:7][CH:8](OCC)OCC)[C:5]2[CH:15]=[CH:16][CH:17]=[CH:18][C:4]=2[N:3]=1.[NH2:19][C:20]1[CH:25]=[CH:24][C:23]([N:26]2[C:30]3=[N:31][CH:32]=[CH:33][CH:34]=[C:29]3[N:28]([CH2:35][CH3:36])[C:27]2=[O:37])=[CH:22][CH:21]=1, predict the reaction product. The product is: [CH2:35]([N:28]1[C:29]2[C:30](=[N:31][CH:32]=[CH:33][CH:34]=2)[N:26]([C:23]2[CH:22]=[CH:21][C:20]([N:19]3[C:2]4=[N:3][C:4]5[CH:18]=[CH:17][CH:16]=[CH:15][C:5]=5[N:6]4[CH:7]=[CH:8]3)=[CH:25][CH:24]=2)[C:27]1=[O:37])[CH3:36].